Dataset: Peptide-MHC class I binding affinity with 185,985 pairs from IEDB/IMGT. Task: Regression. Given a peptide amino acid sequence and an MHC pseudo amino acid sequence, predict their binding affinity value. This is MHC class I binding data. (1) The peptide sequence is DLLNVTYNIK. The MHC is HLA-A11:01 with pseudo-sequence HLA-A11:01. The binding affinity (normalized) is 0.472. (2) The peptide sequence is FPYEGGKVF. The MHC is HLA-C04:01 with pseudo-sequence HLA-C04:01. The binding affinity (normalized) is 0.213. (3) The MHC is HLA-A02:16 with pseudo-sequence HLA-A02:16. The binding affinity (normalized) is 0.0847. The peptide sequence is HPLARTAKV. (4) The peptide sequence is KTRMEDYYL. The MHC is HLA-B39:01 with pseudo-sequence HLA-B39:01. The binding affinity (normalized) is 0.0847. (5) The peptide sequence is GDAYFSIPLD. The MHC is Mamu-B03 with pseudo-sequence Mamu-B03. The binding affinity (normalized) is 0. (6) The peptide sequence is FELKNSTTI. The MHC is H-2-Db with pseudo-sequence H-2-Db. The binding affinity (normalized) is 0.809. (7) The peptide sequence is SSLPSYAAY. The MHC is HLA-A24:02 with pseudo-sequence HLA-A24:02. The binding affinity (normalized) is 0. (8) The MHC is HLA-C15:02 with pseudo-sequence HLA-C15:02. The binding affinity (normalized) is 0.0847. The peptide sequence is LWFRNHFVF. (9) The peptide sequence is GMSRIGMEV. The MHC is HLA-A02:01 with pseudo-sequence HLA-A02:01. The binding affinity (normalized) is 0.936.